The task is: Predict the product of the given reaction.. This data is from Forward reaction prediction with 1.9M reactions from USPTO patents (1976-2016). (1) Given the reactants Cl[CH2:2][C:3]1[S:7][C:6]([C:8]2[CH:13]=[CH:12][C:11]([C:14]([F:17])([F:16])[F:15])=[CH:10][CH:9]=2)=[N:5][C:4]=1[CH:18]([CH3:20])[CH3:19].C([O:23][C:24](=[O:36])[CH2:25][C:26]1[C:27]2[CH:34]=[CH:33][C:32]([OH:35])=[CH:31][C:28]=2[S:29][CH:30]=1)C.C([O-])([O-])=O.[Cs+].[Cs+].[OH-].[Na+], predict the reaction product. The product is: [CH:18]([C:4]1[N:5]=[C:6]([C:8]2[CH:13]=[CH:12][C:11]([C:14]([F:17])([F:16])[F:15])=[CH:10][CH:9]=2)[S:7][C:3]=1[CH2:2][O:35][C:32]1[CH:33]=[CH:34][C:27]2[C:26]([CH2:25][C:24]([OH:36])=[O:23])=[CH:30][S:29][C:28]=2[CH:31]=1)([CH3:20])[CH3:19]. (2) Given the reactants Br[C:2]1[CH:7]=[CH:6][CH:5]=[CH:4][C:3]=1[CH2:8][CH2:9][O:10]C1CCCCO1.[Li]CCCC.[B:22](OC(C)C)(OC(C)C)[O:23]C(C)C.Cl, predict the reaction product. The product is: [B:22]1([OH:23])[C:2]2[CH:7]=[CH:6][CH:5]=[CH:4][C:3]=2[CH2:8][CH2:9][O:10]1.